From a dataset of Full USPTO retrosynthesis dataset with 1.9M reactions from patents (1976-2016). Predict the reactants needed to synthesize the given product. (1) Given the product [Cl:1][C:2]1[CH:3]=[C:4]([CH:7]=[CH:8][CH:9]=1)[CH2:5][C:16]([CH2:15][CH2:14][C:13]([F:12])([F:21])[F:22])([C:17]#[N:18])[C:19]#[N:20], predict the reactants needed to synthesize it. The reactants are: [Cl:1][C:2]1[CH:3]=[C:4]([CH:7]=[CH:8][CH:9]=1)[CH2:5]Cl.[H-].[Na+].[F:12][C:13]([F:22])([F:21])[CH2:14][CH2:15][CH:16]([C:19]#[N:20])[C:17]#[N:18]. (2) The reactants are: [OH:1][CH:2]1[CH2:7][CH:6]2[CH2:8][CH2:9][CH:3]1[C:4](=O)[NH:5]2.[H-].[H-].[H-].[H-].[Li+].[Al+3]. Given the product [CH:6]12[CH2:8][CH2:9][CH:3]([CH:2]([OH:1])[CH2:7]1)[CH2:4][NH:5]2, predict the reactants needed to synthesize it. (3) Given the product [CH:13]([N:26]1[CH2:29][CH:28]([O:30][S:31]([CH3:34])(=[O:33])=[O:32])[CH2:27]1)([C:20]1[CH:25]=[CH:24][CH:23]=[CH:22][CH:21]=1)[C:14]1[CH:15]=[CH:16][CH:17]=[CH:18][CH:19]=1.[CH:13]([N:26]1[CH2:27][CH:6]([N:8]2[CH2:11][CH2:12][CH2:10][CH2:9]2)[CH2:7]1)([C:20]1[CH:21]=[CH:22][CH:23]=[CH:24][CH:25]=1)[C:14]1[CH:19]=[CH:18][CH:17]=[CH:16][CH:15]=1, predict the reactants needed to synthesize it. The reactants are: N1CCCC1.[CH2:6]([N:8]([CH2:11][CH3:12])[CH2:9][CH3:10])[CH3:7].[CH:13]([N:26]1[CH2:29][CH:28]([O:30][S:31]([CH3:34])(=[O:33])=[O:32])[CH2:27]1)([C:20]1[CH:25]=[CH:24][CH:23]=[CH:22][CH:21]=1)[C:14]1[CH:19]=[CH:18][CH:17]=[CH:16][CH:15]=1.O. (4) The reactants are: [NH:1]1[C:9]2[C:4](=[CH:5][CH:6]=[C:7]([NH2:10])[CH:8]=2)[CH:3]=[CH:2]1.[OH-:11].[K+].[OH2:13]. Given the product [N+:1]([C:9]1[CH:4]=[CH:5][C:6]([C:3]2[C:4]3[C:9](=[CH:8][C:7]([NH2:10])=[CH:6][CH:5]=3)[NH:1][CH:2]=2)=[CH:7][CH:8]=1)([O-:13])=[O:11], predict the reactants needed to synthesize it.